This data is from Full USPTO retrosynthesis dataset with 1.9M reactions from patents (1976-2016). The task is: Predict the reactants needed to synthesize the given product. (1) Given the product [F:38][C@@H:2]1[C@H:6]([CH:7]=[CH2:8])[CH2:5][N:4]([C:9]([O:11][CH2:12][C:13]2[CH:18]=[CH:17][CH:16]=[CH:15][CH:14]=2)=[O:10])[CH2:3]1, predict the reactants needed to synthesize it. The reactants are: O[C@H:2]1[C@H:6]([CH:7]=[CH2:8])[CH2:5][N:4]([C:9]([O:11][CH2:12][C:13]2[CH:18]=[CH:17][CH:16]=[CH:15][CH:14]=2)=[O:10])[CH2:3]1.C(N(CC)C(C)C)(C)C.F.F.F.C(N(CC)CC)C.[F:38]C(F)(S(F)(=O)=O)C(F)(F)C(F)(F)C(F)(F)F. (2) Given the product [CH:14]1([N:5]2[C:6]3[C:11](=[CH:10][CH:9]=[C:8]([O:12][CH3:13])[CH:7]=3)[CH2:2][C:3]2=[O:4])[CH2:16][CH2:15]1, predict the reactants needed to synthesize it. The reactants are: Cl[CH2:2][C:3]([N:5]([CH:14]1[CH2:16][CH2:15]1)[C:6]1[CH:11]=[CH:10][CH:9]=[C:8]([O:12][CH3:13])[CH:7]=1)=[O:4].CCN(CC)CC.C1(C2C=CC=CC=2)C=CC=CC=1P(C(C)(C)C)C(C)(C)C. (3) Given the product [CH3:27][NH:28][C:31]([N:14]1[CH2:13][CH2:12][N:9]2[C:10]3[CH:11]=[C:3]([O:2][CH3:1])[C:4]([O:24][CH3:25])=[CH:5][C:6]=3[C:7]([C:16]3[CH:17]=[CH:18][C:19]([O:22][CH3:23])=[CH:20][CH:21]=3)=[C:8]2[CH2:15]1)=[O:32], predict the reactants needed to synthesize it. The reactants are: [CH3:1][O:2][C:3]1[C:4]([O:24][CH3:25])=[CH:5][C:6]2[C:7]([C:16]3[CH:21]=[CH:20][C:19]([O:22][CH3:23])=[CH:18][CH:17]=3)=[C:8]3[CH2:15][NH:14][CH2:13][CH2:12][N:9]3[C:10]=2[CH:11]=1.C1N=C[N:28]([C:31](N2C=NC=C2)=[O:32])[CH:27]=1.CI. (4) Given the product [C:54]1([S:68]([OH:71])(=[O:70])=[O:69])[C:63]2[CH:62]=[CH:61][CH:60]=[C:59]([S:64]([OH:67])(=[O:66])=[O:65])[C:58]=2[CH:57]=[CH:56][CH:55]=1.[OH:1][C@H:2]([C:38]1[CH:43]=[CH:42][C:41]([OH:44])=[C:40]([NH:45][S:46]([CH3:49])(=[O:47])=[O:48])[CH:39]=1)[CH2:3][NH:4][CH2:5][CH2:6][CH2:7][CH2:8][CH2:9][CH2:10][CH2:11][CH2:12][CH2:13][N:14]1[CH2:19][CH2:18][CH:17]([N:20]([C:24]2[CH:29]=[CH:28][CH:27]=[CH:26][C:25]=2[C:30]2[CH:35]=[CH:34][C:33]([OH:36])=[C:32]([Cl:37])[CH:31]=2)[C:21](=[O:22])[OH:23])[CH2:16][CH2:15]1, predict the reactants needed to synthesize it. The reactants are: [OH:1][C@H:2]([C:38]1[CH:43]=[CH:42][C:41]([OH:44])=[C:40]([NH:45][S:46]([CH3:49])(=[O:48])=[O:47])[CH:39]=1)[CH2:3][NH:4][CH2:5][CH2:6][CH2:7][CH2:8][CH2:9][CH2:10][CH2:11][CH2:12][CH2:13][N:14]1[CH2:19][CH2:18][CH:17]([N:20]([C:24]2[CH:29]=[CH:28][CH:27]=[CH:26][C:25]=2[C:30]2[CH:35]=[CH:34][C:33]([OH:36])=[C:32]([Cl:37])[CH:31]=2)[C:21](=[O:23])[O-:22])[CH2:16][CH2:15]1.O.O.O.O.[C:54]1([S:68]([OH:71])(=[O:70])=[O:69])[C:63]2[CH:62]=[CH:61][CH:60]=[C:59]([S:64]([OH:67])(=[O:66])=[O:65])[C:58]=2[CH:57]=[CH:56][CH:55]=1. (5) Given the product [C:25]1([CH2:26][NH:22][C:15]([C:10]2[CH:9]=[CH:8][N:7]=[C:6]([C:4]([O:3][CH2:1][CH3:2])=[O:5])[CH:11]=2)=[O:16])[C:38]2[C:33](=[CH:32][CH:31]=[CH:30][CH:29]=2)[CH:34]=[CH:35][CH:36]=1, predict the reactants needed to synthesize it. The reactants are: [CH2:1]([O:3][C:4]([C:6]1[C:11](C(O)=O)=[CH:10][CH:9]=[CH:8][N:7]=1)=[O:5])[CH3:2].[C:15]([N:22]1[CH:26]=[CH:25]N=C1)(N1C=CN=C1)=[O:16].NC[C:29]1[C:38]2[C:33](=[CH:34][CH:35]=[CH:36]C=2)[CH:32]=[CH:31][CH:30]=1. (6) Given the product [O:22]=[CH:74][C@@H:73]([C@H:72]([C@@H:71]([C@@H:70]([CH2:69][OH:68])[OH:78])[OH:75])[OH:77])[OH:76], predict the reactants needed to synthesize it. The reactants are: NCCCNCCCCNCCCN.C=CN1C(=[O:22])CCC1.C([O-])(=O)CCCCCCCCCCC.[Na+].[OH-].[Na+].CC(=CCC/C(=C/CO)/C)C.CCCCCCCCCCCCCCCC([O:68][CH2:69][CH:70]([OH:78])[C@H:71]1[O:75][CH2:74][C@H:73]([OH:76])[C@H:72]1[OH:77])=O. (7) The reactants are: [F:1][C:2]([C:5]1[N:6]=[C:7]([CH2:10][N:11]2[N:15]=[C:14]([NH2:16])[CH:13]=[N:12]2)[O:8][CH:9]=1)([F:4])[CH3:3].[CH3:17][N:18]([CH3:34])[C:19]1[CH:20]=[C:21]([C:26]2[O:30][CH:29]=[N:28][C:27]=2[C:31](O)=[O:32])[CH:22]=[CH:23][C:24]=1[F:25]. Given the product [F:1][C:2]([C:5]1[N:6]=[C:7]([CH2:10][N:11]2[N:15]=[C:14]([NH:16][C:31]([C:27]3[N:28]=[CH:29][O:30][C:26]=3[C:21]3[CH:22]=[CH:23][C:24]([F:25])=[C:19]([N:18]([CH3:34])[CH3:17])[CH:20]=3)=[O:32])[CH:13]=[N:12]2)[O:8][CH:9]=1)([F:4])[CH3:3], predict the reactants needed to synthesize it. (8) Given the product [CH:10]1([NH:13][C:2]2[CH:7]=[CH:6][CH:5]=[C:4]([O:8][CH3:9])[CH:3]=2)[CH2:12][CH2:11]1, predict the reactants needed to synthesize it. The reactants are: Br[C:2]1[CH:3]=[C:4]([O:8][CH3:9])[CH:5]=[CH:6][CH:7]=1.[CH:10]1([NH2:13])[CH2:12][CH2:11]1.CC(C)([O-])C.[Na+].C1C=CC(P(C2C=CC3C(=CC=CC=3)C=2C2C3C(=CC=CC=3)C=CC=2P(C2C=CC=CC=2)C2C=CC=CC=2)C2C=CC=CC=2)=CC=1. (9) Given the product [Br:59][C:56]1[CH:55]=[CH:54][C:53]([C:51](=[O:52])[CH2:50][NH:49][C:18]([C@@H:17]2[CH2:16][C:11]3([O:12][CH2:13][CH2:14][O:15]3)[CH2:10][N:9]2[C:7](=[O:8])[C@@H:6]([NH:5][C:3](=[O:4])[O:2][CH3:1])[CH:21]([CH3:22])[CH3:23])=[O:19])=[CH:58][CH:57]=1, predict the reactants needed to synthesize it. The reactants are: [CH3:1][O:2][C:3]([NH:5][C@@H:6]([CH:21]([CH3:23])[CH3:22])[C:7]([N:9]1[C@H:17]([C:18](O)=[O:19])[CH2:16][C:11]2([O:15][CH2:14][CH2:13][O:12]2)[CH2:10]1)=[O:8])=[O:4].CN(C(ON1N=NC2C=CC=NC1=2)=[N+](C)C)C.F[P-](F)(F)(F)(F)F.Cl.[NH2:49][CH2:50][C:51]([C:53]1[CH:58]=[CH:57][C:56]([Br:59])=[CH:55][CH:54]=1)=[O:52].CCN(C(C)C)C(C)C. (10) The reactants are: [CH2:1]([N:3]1[CH:12]=[C:11]([C:13]2[CH:14]=[N:15][NH:16][CH:17]=2)[C:10]2[C:5](=[CH:6][C:7]([O:20][CH3:21])=[C:8]([O:18][CH3:19])[CH:9]=2)[C:4]1=[O:22])[CH3:2].[H-].[Na+].[F:25][C:26]1[CH:33]=[CH:32][CH:31]=[CH:30][C:27]=1[CH2:28]Br. Given the product [F:25][C:26]1[CH:33]=[CH:32][CH:31]=[CH:30][C:27]=1[CH2:28][N:15]1[CH:14]=[C:13]([C:11]2[C:10]3[C:5](=[CH:6][C:7]([O:20][CH3:21])=[C:8]([O:18][CH3:19])[CH:9]=3)[C:4](=[O:22])[N:3]([CH2:1][CH3:2])[CH:12]=2)[CH:17]=[N:16]1, predict the reactants needed to synthesize it.